From a dataset of Peptide-MHC class II binding affinity with 134,281 pairs from IEDB. Regression. Given a peptide amino acid sequence and an MHC pseudo amino acid sequence, predict their binding affinity value. This is MHC class II binding data. (1) The peptide sequence is DVTITAPGDSPNTDG. The MHC is DRB1_0401 with pseudo-sequence DRB1_0401. The binding affinity (normalized) is 0.344. (2) The peptide sequence is MKDLDEPGHLAPTGM. The MHC is DRB1_0901 with pseudo-sequence DRB1_0901. The binding affinity (normalized) is 0.214.